This data is from Forward reaction prediction with 1.9M reactions from USPTO patents (1976-2016). The task is: Predict the product of the given reaction. Given the reactants [C:1]([OH:6])(=O)[CH:2]([CH3:4])[CH3:3].[NH2:7][CH:8]1[CH2:13][CH2:12][CH:11]([OH:14])[CH2:10][CH2:9]1, predict the reaction product. The product is: [OH:14][CH:11]1[CH2:12][CH2:13][CH:8]([NH:7][C:1](=[O:6])[CH:2]([CH3:4])[CH3:3])[CH2:9][CH2:10]1.